This data is from Reaction yield outcomes from USPTO patents with 853,638 reactions. The task is: Predict the reaction yield, written as a fraction of the theoretical maximum amount of product (1.0 means a 100% yield; for example, 0.34 means a 34% yield). (1) The reactants are [Cl:1][C:2]1[CH:21]=[C:20]([Cl:22])[CH:19]=[CH:18][C:3]=1[CH2:4][N:5]1[C:9](/[CH:10]=[CH:11]/[C:12]([O:14][CH2:15][CH3:16])=[O:13])=[CH:8][C:7]([OH:17])=[N:6]1.[CH3:23][O:24][CH2:25][CH2:26]O.C(P(CCCC)CCCC)CCC.N(C(N1CCCCC1)=O)=NC(N1CCCCC1)=O. The catalyst is O1CCCC1. The product is [Cl:1][C:2]1[CH:21]=[C:20]([Cl:22])[CH:19]=[CH:18][C:3]=1[CH2:4][N:5]1[C:9](/[CH:10]=[CH:11]/[C:12]([O:14][CH2:15][CH3:16])=[O:13])=[CH:8][C:7]([O:17][CH2:26][CH2:25][O:24][CH3:23])=[N:6]1. The yield is 0.610. (2) The reactants are Br[C:2]1[CH:3]=[C:4]2[C:9](=[CH:10][CH:11]=1)[N:8]([C:12]1[C:16]3[CH2:17][N:18]([C:21](=[O:23])[CH3:22])[CH2:19][CH2:20][C:15]=3[N:14]([C@H:24]3[CH2:28][CH2:27][O:26][CH2:25]3)[N:13]=1)[CH2:7][CH:6]([CH:29]1[CH2:31][CH2:30]1)[CH2:5]2.[CH3:32][N:33]1[CH:37]=[C:36](B2OC(C)(C)C(C)(C)O2)[CH:35]=[N:34]1.C1(P(C2CCCCC2)C2C=CC=CC=2C2C(C(C)C)=CC(C(C)C)=CC=2C(C)C)CCCCC1.C([O-])([O-])=O.[K+].[K+]. The catalyst is C1COCC1.O.O.CC(C1C=C(C(C)C)C(C2C=CC=C(P(C3CCCCC3)C3CCCCC3)C=2)=C(C(C)C)C=1)C.C1C=[C-]C(C2C(N)=CC=CC=2)=CC=1.Cl[Pd+].C(O)=O.C(#N)C.CCOC(C)=O. The product is [CH:29]1([CH:6]2[CH2:5][C:4]3[C:9](=[CH:10][CH:11]=[C:2]([C:36]4[CH:35]=[N:34][N:33]([CH3:32])[CH:37]=4)[CH:3]=3)[N:8]([C:12]3[C:16]4[CH2:17][N:18]([C:21](=[O:23])[CH3:22])[CH2:19][CH2:20][C:15]=4[N:14]([C@H:24]4[CH2:28][CH2:27][O:26][CH2:25]4)[N:13]=3)[CH2:7]2)[CH2:31][CH2:30]1. The yield is 0.270. (3) The reactants are [CH3:1][N:2]([CH3:9])[C:3]1[C:7]([CH3:8])=[CH:6][S:5][CH:4]=1.C1COCC1.[Li]CCCC.[CH2:20]([CH:22]([C:25]1[C:26]2[N:27]([C:32](I)=[C:33]([CH3:35])[N:34]=2)[N:28]=[C:29]([CH3:31])[CH:30]=1)[CH2:23][CH3:24])[CH3:21]. The catalyst is CCOC(C)=O.[Cl-].[Cl-].[Zn+2].C1C=CC(P(C2C=CC=CC=2)[C-]2C=CC=C2)=CC=1.C1C=CC(P(C2C=CC=CC=2)[C-]2C=CC=C2)=CC=1.Cl[Pd]Cl.[Fe+2]. The product is [CH2:20]([CH:22]([C:25]1[C:26]2[N:27]([C:32]([C:6]3[S:5][CH:4]=[C:3]([N:2]([CH3:9])[CH3:1])[C:7]=3[CH3:8])=[C:33]([CH3:35])[N:34]=2)[N:28]=[C:29]([CH3:31])[CH:30]=1)[CH2:23][CH3:24])[CH3:21]. The yield is 0.180. (4) The reactants are Cl.CO[C:4]1[CH:17]=[CH:16][C:7]([C:8](C2CCNCC2)=[O:9])=[CH:6][CH:5]=1.COC([C:22]1[CH:23]=[CH:24][C:25](C(O)=O)=[N:26][CH:27]=1)=O.C(N(CC)CC)C.CN(C(ON1N=NC2C=CC=NC1=2)=[N+](C)C)C.F[P-](F)(F)(F)(F)F. The catalyst is CN(C)C=O. The product is [C:8]([N:26]1[CH2:27][CH2:22][CH2:23][CH2:24][CH2:25]1)(=[O:9])[C:7]1[CH:6]=[CH:5][CH:4]=[CH:17][CH:16]=1. The yield is 0.800. (5) The reactants are [CH3:1][C:2]1([CH3:13])[CH2:12][C:5]2[S:6][C:7]([C:9]([OH:11])=O)=[CH:8][C:4]=2[CH2:3]1.[CH3:14][C:15]([NH2:18])([CH3:17])[CH3:16].C(N(CC)CC)C. The catalyst is O=S(Cl)Cl.ClCCl. The product is [C:15]([NH:18][C:9]([C:7]1[S:6][C:5]2[CH2:12][C:2]([CH3:1])([CH3:13])[CH2:3][C:4]=2[CH:8]=1)=[O:11])([CH3:17])([CH3:16])[CH3:14]. The yield is 0.970. (6) The yield is 0.720. The reactants are [CH3:1][O:2][C:3]([NH:5][CH:6]([CH:10]([CH3:12])[CH3:11])[C:7]([OH:9])=O)=[O:4].CN(C(ON1N=NC2C=CC=NC1=2)=[N+](C)C)C.F[P-](F)(F)(F)(F)F.[CH2:37]([O:39][C:40]([CH:42]1[CH2:49][C:45]2([CH2:48][CH2:47][CH2:46]2)[O:44][NH:43]1)=[O:41])[CH3:38].C(N(C(C)C)CC)(C)C. The catalyst is CN(C)C=O.C(OCC)(=O)C. The product is [CH2:37]([O:39][C:40]([CH:42]1[CH2:49][C:45]2([CH2:46][CH2:47][CH2:48]2)[O:44][N:43]1[C:7](=[O:9])[CH:6]([NH:5][C:3]([O:2][CH3:1])=[O:4])[CH:10]([CH3:12])[CH3:11])=[O:41])[CH3:38]. (7) The reactants are [NH:1]1[CH:5]=[C:4]([CH2:6][CH2:7][NH:8][C:9](=[O:24])[NH:10][CH:11]([CH2:15][C:16]2[CH:21]=[CH:20][C:19]([O:22][CH3:23])=[CH:18][CH:17]=2)[C:12]([OH:14])=O)[N:3]=[CH:2]1.C(N(C(C)C)CC)(C)C.CN(C(ON1N=NC2C=CC=CC1=2)=[N+](C)C)C.[B-](F)(F)(F)F.[C:56]([NH:60][C:61]([C:63]1([CH:69]2[CH2:74][CH2:73][CH2:72][CH2:71][CH2:70]2)[CH2:68][CH2:67][NH:66][CH2:65][CH2:64]1)=[O:62])([CH3:59])([CH3:58])[CH3:57]. The catalyst is ClCCl.CN(C)C=O. The product is [C:56]([NH:60][C:61]([C:63]1([CH:69]2[CH2:74][CH2:73][CH2:72][CH2:71][CH2:70]2)[CH2:64][CH2:65][N:66]([C:12](=[O:14])[CH:11]([NH:10][C:9]([NH:8][CH2:7][CH2:6][C:4]2[N:3]=[CH:2][NH:1][CH:5]=2)=[O:24])[CH2:15][C:16]2[CH:21]=[CH:20][C:19]([O:22][CH3:23])=[CH:18][CH:17]=2)[CH2:67][CH2:68]1)=[O:62])([CH3:59])([CH3:57])[CH3:58]. The yield is 0.110. (8) The reactants are Cl[C:2]1[C:7]([O:8][CH:9]([F:11])[F:10])=[C:6]([NH2:12])[CH:5]=[C:4]([C:13]2[CH:18]=[CH:17][C:16]([Cl:19])=[C:15]([O:20][CH3:21])[C:14]=2[F:22])[N:3]=1.C(N([CH2:28][CH3:29])CC)C.[C]=[O:31].C[CH2:33][OH:34]. The catalyst is C1C=CC(P(C2C=CC=CC=2)[C-]2C=CC=C2)=CC=1.C1C=CC(P(C2C=CC=CC=2)[C-]2C=CC=C2)=CC=1.Cl[Pd]Cl.[Fe+2]. The product is [NH2:12][C:6]1[CH:5]=[C:4]([C:13]2[CH:18]=[CH:17][C:16]([Cl:19])=[C:15]([O:20][CH3:21])[C:14]=2[F:22])[N:3]=[C:2]([C:33]([O:34][CH2:28][CH3:29])=[O:31])[C:7]=1[O:8][CH:9]([F:11])[F:10]. The yield is 0.357. (9) The reactants are [CH3:1][O:2][C:3]1[CH:4]=[C:5]([CH:8]=[C:9]([O:11][CH3:12])[CH:10]=1)[CH2:6][OH:7].[Cr](Cl)([O-])(=O)=O.[NH+]1C=CC=CC=1. The catalyst is C(Cl)Cl. The product is [CH3:12][O:11][C:9]1[CH:8]=[C:5]([CH:4]=[C:3]([O:2][CH3:1])[CH:10]=1)[CH:6]=[O:7]. The yield is 0.950.